From a dataset of Peptide-MHC class II binding affinity with 134,281 pairs from IEDB. Regression. Given a peptide amino acid sequence and an MHC pseudo amino acid sequence, predict their binding affinity value. This is MHC class II binding data. (1) The MHC is HLA-DQA10501-DQB10301 with pseudo-sequence HLA-DQA10501-DQB10301. The peptide sequence is DVDFPGGGQIVGGVY. The binding affinity (normalized) is 0.768. (2) The peptide sequence is ISGYNFSLSAAVKAG. The MHC is DRB1_0901 with pseudo-sequence DRB1_0901. The binding affinity (normalized) is 1.00.